This data is from Forward reaction prediction with 1.9M reactions from USPTO patents (1976-2016). The task is: Predict the product of the given reaction. (1) Given the reactants [Br:1][C:2]1[CH:7]=[CH:6][C:5]([CH2:8][C:9](Cl)=[O:10])=[CH:4][CH:3]=1.[C:12]([Si:16]([C:28]1[CH:33]=[CH:32][CH:31]=[CH:30][CH:29]=1)([C:22]1[CH:27]=[CH:26][CH:25]=[CH:24][CH:23]=1)[O:17][CH:18]1[CH2:21][NH:20][CH2:19]1)([CH3:15])([CH3:14])[CH3:13].CCN(C(C)C)C(C)C, predict the reaction product. The product is: [Br:1][C:2]1[CH:7]=[CH:6][C:5]([CH2:8][C:9]([N:20]2[CH2:19][CH:18]([O:17][Si:16]([C:12]([CH3:15])([CH3:14])[CH3:13])([C:28]3[CH:29]=[CH:30][CH:31]=[CH:32][CH:33]=3)[C:22]3[CH:27]=[CH:26][CH:25]=[CH:24][CH:23]=3)[CH2:21]2)=[O:10])=[CH:4][CH:3]=1. (2) Given the reactants [F:1][C:2]1[CH:10]=[C:9]2[C:5]([C:6](I)=[CH:7][N:8]2[S:11]([C:14]2[CH:19]=[CH:18][CH:17]=[CH:16][CH:15]=2)(=[O:13])=[O:12])=[CH:4][CH:3]=1.CC1(C)C(C)(C)OB([C:29]2[CH:30]=[C:31]([NH2:36])[C:32]([NH2:35])=[N:33][CH:34]=2)O1, predict the reaction product. The product is: [F:1][C:2]1[CH:10]=[C:9]2[C:5]([C:6]([C:29]3[CH:30]=[C:31]([NH2:36])[C:32]([NH2:35])=[N:33][CH:34]=3)=[CH:7][N:8]2[S:11]([C:14]2[CH:19]=[CH:18][CH:17]=[CH:16][CH:15]=2)(=[O:13])=[O:12])=[CH:4][CH:3]=1. (3) Given the reactants [H-].[Na+].[CH2:3]([O:5][C:6]([C:8]1[NH:21][C:11]2=[CH:12][N:13]=[C:14]([O:16][CH2:17][CH2:18][O:19][CH3:20])[CH:15]=[C:10]2[CH:9]=1)=[O:7])[CH3:4].Br[CH2:23][C:24]1[CH:28]=[C:27]([C:29]2[S:30][C:31]([Cl:34])=[CH:32][CH:33]=2)[O:26][N:25]=1, predict the reaction product. The product is: [CH2:3]([O:5][C:6]([C:8]1[N:21]([CH2:23][C:24]2[CH:28]=[C:27]([C:29]3[S:30][C:31]([Cl:34])=[CH:32][CH:33]=3)[O:26][N:25]=2)[C:11]2=[CH:12][N:13]=[C:14]([O:16][CH2:17][CH2:18][O:19][CH3:20])[CH:15]=[C:10]2[CH:9]=1)=[O:7])[CH3:4]. (4) Given the reactants C([O:4][C:5]1[CH:9]=[C:8]([N:10](C(=O)C)[C:11](=[O:13])[CH3:12])[N:7]([C:17]2[CH:22]=[C:21]([S:23][CH2:24][C:25]([F:28])([F:27])[F:26])[C:20]([CH3:29])=[CH:19][C:18]=2[F:30])[N:6]=1)(=O)C.O.N, predict the reaction product. The product is: [C:11]([NH:10][C:8]1[N:7]([C:17]2[CH:22]=[C:21]([S:23][CH2:24][C:25]([F:26])([F:27])[F:28])[C:20]([CH3:29])=[CH:19][C:18]=2[F:30])[N:6]=[C:5]([OH:4])[CH:9]=1)(=[O:13])[CH3:12]. (5) Given the reactants Cl.[NH2:2][C:3]1[N:32]=[C:6]2[N:7]([C:22]3[CH:27]=[CH:26][CH:25]=[C:24]([C:28]([F:31])([F:30])[F:29])[CH:23]=3)[C:8]([CH3:21])=[C:9]([C:19]#[N:20])[C@@H:10]([C:11]3[CH:16]=[CH:15][C:14]([C:17]#[N:18])=[CH:13][CH:12]=3)[N:5]2[N:4]=1.[CH:33]1([C:36](Cl)=[O:37])[CH2:35][CH2:34]1, predict the reaction product. The product is: [C:19]([C:9]1[C@@H:10]([C:11]2[CH:16]=[CH:15][C:14]([C:17]#[N:18])=[CH:13][CH:12]=2)[N:5]2[N:4]=[C:3]([NH:2][C:36]([CH:33]3[CH2:35][CH2:34]3)=[O:37])[N:32]=[C:6]2[N:7]([C:22]2[CH:27]=[CH:26][CH:25]=[C:24]([C:28]([F:29])([F:31])[F:30])[CH:23]=2)[C:8]=1[CH3:21])#[N:20].